Dataset: Reaction yield outcomes from USPTO patents with 853,638 reactions. Task: Predict the reaction yield, written as a fraction of the theoretical maximum amount of product (1.0 means a 100% yield; for example, 0.34 means a 34% yield). The reactants are [O:1]([C:8]1[CH:9]=[C:10]([N:14]([CH2:22][C:23]2[CH:28]=[CH:27][CH:26]=[C:25]([O:29][C:30]([F:35])([F:34])[CH:31]([F:33])[F:32])[CH:24]=2)[CH2:15][CH:16](O)[C:17]([F:20])([F:19])[F:18])[CH:11]=[CH:12][CH:13]=1)[C:2]1[CH:7]=[CH:6][CH:5]=[CH:4][CH:3]=1.C(N(S(F)(F)[F:42])CC)C. The catalyst is ClCCl. The product is [O:1]([C:8]1[CH:9]=[C:10]([N:14]([CH2:15][CH:16]([F:42])[C:17]([F:18])([F:19])[F:20])[CH2:22][C:23]2[CH:28]=[CH:27][CH:26]=[C:25]([O:29][C:30]([F:35])([F:34])[CH:31]([F:32])[F:33])[CH:24]=2)[CH:11]=[CH:12][CH:13]=1)[C:2]1[CH:3]=[CH:4][CH:5]=[CH:6][CH:7]=1. The yield is 0.500.